Predict the reaction yield, written as a fraction of the theoretical maximum amount of product (1.0 means a 100% yield; for example, 0.34 means a 34% yield). From a dataset of Reaction yield outcomes from USPTO patents with 853,638 reactions. (1) The reactants are N1[C:14]2[C:5](=[CH:6][CH:7]=[C:8]3[C:13]=2N=CC=C3)C=CC=1.[C:15]([O-:18])([O-])=O.[Cs+].[Cs+].IC1C=[CH:26][C:25]([O:28]C)=[CH:24]C=1. The catalyst is [Cu]I.C(O)(C)C. The product is [CH:25]([O:28][C:5]1[CH:6]=[CH:7][C:8]([O:18][CH3:15])=[CH:13][CH:14]=1)([CH3:26])[CH3:24]. The yield is 0.830. (2) The reactants are [F:1][C:2]1[CH:10]=[C:9]2[C:5]([CH2:6][O:7][C:8]2=[O:11])=[C:4]([N+:12]([O-])=O)[CH:3]=1.[H][H]. The catalyst is CCOC(C)=O.[Pd]. The product is [NH2:12][C:4]1[CH:3]=[C:2]([F:1])[CH:10]=[C:9]2[C:5]=1[CH2:6][O:7][C:8]2=[O:11]. The yield is 0.920.